Predict which catalyst facilitates the given reaction. From a dataset of Catalyst prediction with 721,799 reactions and 888 catalyst types from USPTO. Reactant: C(N(CC)CC)C.[CH2:8]([C:11]1[CH:16]=[CH:15][CH:14]=[CH:13][CH:12]=1)[C:9]#[CH:10].I[C:18]1[C:19](=[O:31])[NH:20][C:21](=[O:30])[N:22]([CH2:24][CH2:25][CH2:26][CH2:27][C:28]#[N:29])[CH:23]=1. Product: [CH2:8]([C:9]1[O:31][C:19]2=[N:20][C:21](=[O:30])[N:22]([CH2:24][CH2:25][CH2:26][CH2:27][C:28]#[N:29])[CH:23]=[C:18]2[CH:10]=1)[C:11]1[CH:16]=[CH:15][CH:14]=[CH:13][CH:12]=1. The catalyst class is: 441.